This data is from Reaction yield outcomes from USPTO patents with 853,638 reactions. The task is: Predict the reaction yield, written as a fraction of the theoretical maximum amount of product (1.0 means a 100% yield; for example, 0.34 means a 34% yield). (1) The reactants are [NH2:1][C:2]1[C:10]2[C:9]([C:11]3[CH:16]=[CH:15][CH:14]=[C:13]([NH2:17])[CH:12]=3)=[N:8][C:7]([NH:18][CH:19]3[CH2:21][CH2:20]3)=[N:6][C:5]=2[S:4][C:3]=1[C:22]([NH2:24])=[O:23].[F:25][C:26]([F:37])([F:36])[C:27](O[C:27](=[O:28])[C:26]([F:37])([F:36])[F:25])=[O:28]. The catalyst is C(Cl)Cl.N1C=CC=CC=1.CCOC(C)=O. The product is [NH2:1][C:2]1[C:10]2[C:9]([C:11]3[CH:16]=[CH:15][CH:14]=[C:13]([NH:17][C:27](=[O:28])[C:26]([F:37])([F:36])[F:25])[CH:12]=3)=[N:8][C:7]([NH:18][CH:19]3[CH2:20][CH2:21]3)=[N:6][C:5]=2[S:4][C:3]=1[C:22]([NH2:24])=[O:23]. The yield is 0.480. (2) The reactants are C([O-])([O-])=O.[K+].[K+].[CH3:7][NH:8][CH3:9].[CH2:10]([O:12][C:13]([C:15]1[C:16]([S:27][CH2:28][CH3:29])=[N:17][C:18]2[C:23]([C:24]=1[CH3:25])=[CH:22][CH:21]=[C:20](F)[CH:19]=2)=[O:14])[CH3:11].CCCCCC. The catalyst is CCO. The product is [CH2:10]([O:12][C:13]([C:15]1[C:16]([S:27][CH2:28][CH3:29])=[N:17][C:18]2[C:23]([C:24]=1[CH3:25])=[CH:22][CH:21]=[C:20]([N:8]([CH3:9])[CH3:7])[CH:19]=2)=[O:14])[CH3:11]. The yield is 0.380.